From a dataset of Reaction yield outcomes from USPTO patents with 853,638 reactions. Predict the reaction yield, written as a fraction of the theoretical maximum amount of product (1.0 means a 100% yield; for example, 0.34 means a 34% yield). (1) The reactants are [H-].[Al+3].[Li+].[H-].[H-].[H-].[CH3:7][C:8]1[CH:17]=[CH:16][C:11]([C:12](OC)=[O:13])=[CH:10][N:9]=1.CCOC(C)=O.O. The catalyst is C1COCC1.C(OCC)C. The product is [CH3:7][C:8]1[N:9]=[CH:10][C:11]([CH2:12][OH:13])=[CH:16][CH:17]=1. The yield is 0.620. (2) The reactants are [Br:1][C:2]1[CH:7]=[CH:6][C:5]([F:8])=[CH:4][C:3]=1[N+:9]([O-])=O.[CH:12]([Mg]Br)=[CH2:13].[NH4+].[Cl-]. The catalyst is C1COCC1.COCCOC. The product is [Br:1][C:2]1[CH:7]=[CH:6][C:5]([F:8])=[C:4]2[C:3]=1[NH:9][CH:13]=[CH:12]2. The yield is 0.570. (3) The reactants are C(OC([N:6]1[CH2:15][CH2:14][C:13]2[C:8](=[CH:9][C:10]([O:16][CH2:17][C:18]3[CH:23]=[CH:22][C:21]([Cl:24])=[CH:20][CH:19]=3)=[CH:11][CH:12]=2)[CH2:7]1)=O)C. The catalyst is C(O)C.[OH-].[Na+]. The product is [ClH:24].[Cl:24][C:21]1[CH:20]=[CH:19][C:18]([CH2:17][O:16][C:10]2[CH:9]=[C:8]3[C:13]([CH2:14][CH2:15][NH:6][CH2:7]3)=[CH:12][CH:11]=2)=[CH:23][CH:22]=1. The yield is 0.770. (4) The reactants are N1CC[C@H]([N:6]2[CH:10]=[C:9]([C:11]3[N:12]=[C:13]([OH:21])[C:14]4[CH:20]=[CH:19][N:18]=[CH:17][C:15]=4[N:16]=3)[CH:8]=[N:7]2)C1.[C:22]([O:26][C:27]([N:29]1[CH2:34][CH2:33][CH:32]([C:35]([OH:37])=O)[CH2:31][CH2:30]1)=[O:28])([CH3:25])([CH3:24])[CH3:23].CC[N:40]([CH:44]([CH3:46])C)[CH:41]([CH3:43])C.CN(C(ON1N=NC2C=CC=NC1=2)=[N+](C)C)C.F[P-](F)(F)(F)(F)F. The catalyst is C(Cl)Cl. The product is [OH:21][C:13]1[C:14]2[CH:20]=[CH:19][N:18]=[CH:17][C:15]=2[N:16]=[C:11]([C:9]2[C:10]([C@H:46]3[CH2:43][CH2:41][N:40]([C:35]([CH:32]4[CH2:31][CH2:30][N:29]([C:27]([O:26][C:22]([CH3:23])([CH3:24])[CH3:25])=[O:28])[CH2:34][CH2:33]4)=[O:37])[CH2:44]3)=[N:6][NH:7][CH:8]=2)[N:12]=1. The yield is 0.500. (5) The reactants are [OH:1][CH2:2][C:3]1[C:4](=[O:10])[NH:5][C:6]([CH3:9])=[CH:7][CH:8]=1.C1COCC1.CO. The catalyst is C(Cl)Cl.O=[Mn]=O. The product is [CH3:9][C:6]1[NH:5][C:4](=[O:10])[C:3]([CH:2]=[O:1])=[CH:8][CH:7]=1. The yield is 0.900. (6) The reactants are [I:1][C:2]1[C:7]([CH:8]([OH:13])[C:9]([O:11][CH3:12])=[O:10])=[C:6]([CH3:14])[N:5]=[C:4]2[S:15][C:16]3[CH2:21][CH2:20][CH2:19][CH2:18][C:17]=3[C:3]=12.C(O[C:26]([CH3:29])([CH3:28])[CH3:27])(=O)C.Cl(O)(=O)(=O)=O. No catalyst specified. The product is [I:1][C:2]1[C:7]([CH:8]([O:13][C:26]([CH3:29])([CH3:28])[CH3:27])[C:9]([O:11][CH3:12])=[O:10])=[C:6]([CH3:14])[N:5]=[C:4]2[S:15][C:16]3[CH2:21][CH2:20][CH2:19][CH2:18][C:17]=3[C:3]=12. The yield is 0.320.